Dataset: Reaction yield outcomes from USPTO patents with 853,638 reactions. Task: Predict the reaction yield, written as a fraction of the theoretical maximum amount of product (1.0 means a 100% yield; for example, 0.34 means a 34% yield). (1) The reactants are [NH2:1][CH:2]1[CH2:7][CH2:6][N:5]([CH2:8][C:9]2[CH:14]=[CH:13][CH:12]=[CH:11][CH:10]=2)[CH2:4][CH2:3]1.[CH3:15][C:16]([CH3:18])=O.C(O[BH-](OC(=O)C)OC(=O)C)(=O)C.[Na+]. The catalyst is CO. The product is [CH2:8]([N:5]1[CH2:6][CH2:7][CH:2]([NH:1][CH:16]([CH3:18])[CH3:15])[CH2:3][CH2:4]1)[C:9]1[CH:14]=[CH:13][CH:12]=[CH:11][CH:10]=1. The yield is 0.950. (2) The reactants are [Cl:1][C:2]1[CH:9]=[C:6]([CH:7]=[O:8])[C:5]([OH:10])=[CH:4][CH:3]=1.[O:11]1[C:15]2([CH2:20][CH2:19][CH:18](OS(C)(=O)=O)[CH2:17][CH2:16]2)[O:14][CH2:13][CH2:12]1.C([O-])([O-])=O.[K+].[K+]. The catalyst is CN(C)C=O. The product is [Cl:1][C:2]1[CH:3]=[CH:4][C:5]([O:10][CH:18]2[CH2:19][CH2:20][C:15]3([O:14][CH2:13][CH2:12][O:11]3)[CH2:16][CH2:17]2)=[C:6]([CH:9]=1)[CH:7]=[O:8]. The yield is 0.340. (3) The reactants are [NH2:1][C:2]1[C:6]2=[N:7][CH:8]=[C:9]([Br:11])[CH:10]=[C:5]2[S:4][C:3]=1[C:12]([O:14][CH3:15])=[O:13].[CH3:16][C:17]([O:20][C:21](O[C:21]([O:20][C:17]([CH3:19])([CH3:18])[CH3:16])=[O:22])=[O:22])([CH3:19])[CH3:18].C1COCC1. The catalyst is CN(C1C=CN=CC=1)C. The product is [Br:11][C:9]1[CH:10]=[C:5]2[S:4][C:3]([C:12]([O:14][CH3:15])=[O:13])=[C:2]([NH:1][C:21]([O:20][C:17]([CH3:19])([CH3:18])[CH3:16])=[O:22])[C:6]2=[N:7][CH:8]=1. The yield is 0.995. (4) The reactants are [C:1]([O:5][C:6]([N:8]1[CH2:13][CH2:12][CH2:11][CH:10]([CH2:14][NH:15][C:16]2[CH:21]=[C:20]([NH:22][C:23]3[CH:28]=[N:27][C:26]([C:29]#[N:30])=[CH:25][N:24]=3)[N:19]=[CH:18][C:17]=2[N:31]2[CH:35]=[CH:34][C:33]([C:36](O)=[O:37])=[CH:32]2)[CH2:9]1)=[O:7])([CH3:4])([CH3:3])[CH3:2].[Si:39]([O:46][CH2:47][CH2:48][NH2:49])([C:42]([CH3:45])([CH3:44])[CH3:43])([CH3:41])[CH3:40].C(N(C(C)C)C(C)C)C.O.ON1C2C=CC=CC=2N=N1.CN(C)CCCN=C=NCC. The catalyst is CN(C=O)C. The product is [Si:39]([O:46][CH2:47][CH2:48][NH:49][C:36]([C:33]1[CH:34]=[CH:35][N:31]([C:17]2[C:16]([NH:15][CH2:14][CH:10]3[CH2:11][CH2:12][CH2:13][N:8]([C:6]([O:5][C:1]([CH3:4])([CH3:2])[CH3:3])=[O:7])[CH2:9]3)=[CH:21][C:20]([NH:22][C:23]3[CH:28]=[N:27][C:26]([C:29]#[N:30])=[CH:25][N:24]=3)=[N:19][CH:18]=2)[CH:32]=1)=[O:37])([C:42]([CH3:44])([CH3:45])[CH3:43])([CH3:41])[CH3:40]. The yield is 0.780. (5) The reactants are [F:1][C:2]1[CH:3]=[C:4]([CH:10]=[CH:11][CH:12]=1)[C:5]([O:7]CC)=O.[CH3:13][C:14]1[CH:19]=[CH:18][N:17]=[CH:16][CH:15]=1.C[Si]([N-][Si](C)(C)C)(C)C.[Li+]. The catalyst is C1COCC1.CCCCCC. The product is [F:1][C:2]1[CH:3]=[C:4]([C:5](=[O:7])[CH2:13][C:14]2[CH:19]=[CH:18][N:17]=[CH:16][CH:15]=2)[CH:10]=[CH:11][CH:12]=1. The yield is 0.820.